Dataset: Forward reaction prediction with 1.9M reactions from USPTO patents (1976-2016). Task: Predict the product of the given reaction. Given the reactants [C:1]([C:4](=[CH:7]N(C)C)[C:5]#[N:6])(=O)[CH3:2].C(=O)([O-])[O-].[K+].[K+].[CH3:17][N:18]1[CH2:23][CH2:22][CH:21]([CH2:24][CH2:25][CH2:26][NH:27][C:28]([NH2:30])=[NH:29])[CH2:20][CH2:19]1, predict the reaction product. The product is: [CH3:2][C:1]1[C:4]([C:5]#[N:6])=[CH:7][N:30]=[C:28]([NH:27][CH2:26][CH2:25][CH2:24][CH:21]2[CH2:20][CH2:19][N:18]([CH3:17])[CH2:23][CH2:22]2)[N:29]=1.